This data is from Full USPTO retrosynthesis dataset with 1.9M reactions from patents (1976-2016). The task is: Predict the reactants needed to synthesize the given product. (1) Given the product [Cl:14][C:4]1[CH:9]=[CH:8][N+:7]([O-:10])=[C:6]([CH3:11])[C:5]=1[CH3:12], predict the reactants needed to synthesize it. The reactants are: [N+]([C:4]1[CH:9]=[CH:8][N+:7]([O-:10])=[C:6]([CH3:11])[C:5]=1[CH3:12])([O-])=O.[Na+].[Cl-:14].Cl.[OH-].[Na+]. (2) Given the product [F:1][C:2]1[CH:7]=[C:6]([F:8])[CH:5]=[CH:4][C:3]=1[S:9]([NH:12][C:13]1[C:14]([O:28][CH3:29])=[N:15][CH:16]=[C:17]([C:19]2[CH:20]=[CH:21][C:22]3[N:23]([C:25]([I:37])=[CH:26][N:27]=3)[CH:24]=2)[CH:18]=1)(=[O:10])=[O:11], predict the reactants needed to synthesize it. The reactants are: [F:1][C:2]1[CH:7]=[C:6]([F:8])[CH:5]=[CH:4][C:3]=1[S:9]([NH:12][C:13]1[C:14]([O:28][CH3:29])=[N:15][CH:16]=[C:17]([C:19]2[CH:20]=[CH:21][C:22]3[N:23]([CH:25]=[CH:26][N:27]=3)[CH:24]=2)[CH:18]=1)(=[O:11])=[O:10].C1C(=O)N([I:37])C(=O)C1.O.